Dataset: Full USPTO retrosynthesis dataset with 1.9M reactions from patents (1976-2016). Task: Predict the reactants needed to synthesize the given product. (1) Given the product [F:6][C:7]1[CH:8]=[C:9]([N:13]2[CH2:17][CH:16]([C:18]3[CH:19]=[CH:20][CH:21]=[CH:22][CH:23]=3)[C:15]([CH:27]=[O:28])=[N:14]2)[CH:10]=[CH:11][CH:12]=1, predict the reactants needed to synthesize it. The reactants are: O=P(Cl)(Cl)Cl.[F:6][C:7]1[CH:8]=[C:9]([N:13]2[CH2:17][CH:16]([C:18]3[CH:23]=[CH:22][CH:21]=[CH:20][CH:19]=3)[CH:15]=[N:14]2)[CH:10]=[CH:11][CH:12]=1.CN([CH:27]=[O:28])C. (2) The reactants are: [Br:1][C@@H:2]([CH2:6][OH:7])[C:3](O)=[O:4].[CH2:8]([NH2:15])[C:9]1[CH:14]=[CH:13][CH:12]=[CH:11][CH:10]=1. Given the product [CH2:8]([NH:15][C:3](=[O:4])[C@@H:2]([Br:1])[CH2:6][OH:7])[C:9]1[CH:14]=[CH:13][CH:12]=[CH:11][CH:10]=1, predict the reactants needed to synthesize it. (3) The reactants are: [CH2:1]([C:3]([OH:10])([CH2:8][CH3:9])[C:4]([O:6][CH3:7])=[O:5])[CH3:2].[H-].[Na+].[CH2:13](Br)[C:14]#[CH:15].O. Given the product [CH2:1]([C:3]([O:10][CH2:15][C:14]#[CH:13])([CH2:8][CH3:9])[C:4]([O:6][CH3:7])=[O:5])[CH3:2], predict the reactants needed to synthesize it. (4) Given the product [O:37]1[CH:38]=[CH:39][C:35]([C@H:34]([C:40]2[CH:45]=[CH:44][C:43]([O:46][CH2:2][C:3]3[S:4][C:5]([C:9]4[CH:14]=[CH:13][C:12]([C:15]([F:18])([F:17])[F:16])=[CH:11][CH:10]=4)=[CH:6][C:7]=3[CH3:8])=[CH:42][CH:41]=2)[CH2:33][C:32]([N:27]2[C@@H:26]([CH2:19][C:20]3[CH:25]=[CH:24][CH:23]=[CH:22][CH:21]=3)[CH2:30][O:29][C:28]2=[O:31])=[O:47])=[N:36]1, predict the reactants needed to synthesize it. The reactants are: Cl[CH2:2][C:3]1[S:4][C:5]([C:9]2[CH:14]=[CH:13][C:12]([C:15]([F:18])([F:17])[F:16])=[CH:11][CH:10]=2)=[CH:6][C:7]=1[CH3:8].[CH2:19]([C@H:26]1[CH2:30][O:29][C:28](=[O:31])[N:27]1[C:32](=[O:47])[CH2:33][C@@H:34]([C:40]1[CH:45]=[CH:44][C:43]([OH:46])=[CH:42][CH:41]=1)[C:35]1[CH:39]=[CH:38][O:37][N:36]=1)[C:20]1[CH:25]=[CH:24][CH:23]=[CH:22][CH:21]=1.C([O-])([O-])=O.[Cs+].[Cs+]. (5) Given the product [Cl-:1].[F:12][C:10]1[CH:11]=[C:6]([NH:5][C:3]([CH2:2][N+:13]23[CH2:20][CH2:19][CH:16]([CH2:17][CH2:18]2)[C@@H:15]([O:21][C:22]([C:24]2([C:31]4[CH:32]=[CH:33][CH:34]=[CH:35][CH:36]=4)[CH2:30][CH2:29][CH2:28][CH2:27][CH2:26][CH2:25]2)=[O:23])[CH2:14]3)=[O:4])[CH:7]=[N:8][CH:9]=1, predict the reactants needed to synthesize it. The reactants are: [Cl:1][CH2:2][C:3]([NH:5][C:6]1[CH:7]=[N:8][CH:9]=[C:10]([F:12])[CH:11]=1)=[O:4].[N:13]12[CH2:20][CH2:19][CH:16]([CH2:17][CH2:18]1)[C@@H:15]([O:21][C:22]([C:24]1([C:31]3[CH:36]=[CH:35][CH:34]=[CH:33][CH:32]=3)[CH2:30][CH2:29][CH2:28][CH2:27][CH2:26][CH2:25]1)=[O:23])[CH2:14]2. (6) The reactants are: [NH:1]([C:6]([O:8][CH2:9][CH:10]1[C:22]2[C:17](=[CH:18][CH:19]=[CH:20][CH:21]=2)[C:16]2[C:11]1=[CH:12][CH:13]=[CH:14][CH:15]=2)=[O:7])[CH2:2][C:3]([OH:5])=[O:4].O[C:24]1[C:33]([F:34])=[C:31]([F:32])[C:29]([F:30])=[C:27]([F:28])[C:25]=1[F:26].C1CCC(N=C=NC2CCCCC2)CC1. Given the product [NH:1]([C:6]([O:8][CH2:9][CH:10]1[C:11]2[C:16](=[CH:15][CH:14]=[CH:13][CH:12]=2)[C:17]2[C:22]1=[CH:21][CH:20]=[CH:19][CH:18]=2)=[O:7])[CH2:2][C:3]([O:5][C:24]1[C:25]([F:26])=[C:27]([F:28])[C:29]([F:30])=[C:31]([F:32])[C:33]=1[F:34])=[O:4], predict the reactants needed to synthesize it. (7) Given the product [Cl:1][C:2]1[CH:7]=[C:6]([Cl:8])[CH:5]=[CH:4][C:3]=1[CH2:67][C:66]([C:63]1[CH:64]=[CH:65][C:60]([C:59]([F:58])([F:69])[F:70])=[CH:61][CH:62]=1)=[O:68], predict the reactants needed to synthesize it. The reactants are: [Cl:1][C:2]1[CH:7]=[C:6]([Cl:8])[CH:5]=[CH:4][C:3]=1I.C([O-])([O-])=O.[Cs+].[Cs+].CC1(C)C2C(=C(P(C3C=CC=CC=3)C3C=CC=CC=3)C=CC=2)OC2C(P(C3C=CC=CC=3)C3C=CC=CC=3)=CC=CC1=2.[F:58][C:59]([F:70])([F:69])[C:60]1[CH:65]=[CH:64][C:63]([C:66](=[O:68])[CH3:67])=[CH:62][CH:61]=1. (8) Given the product [OH:40][CH2:39][CH2:41][NH:42][C:6]1[N:7]=[C:2]([CH3:1])[C:3]2[C:14]([C:15]3[CH:16]=[CH:17][CH:18]=[CH:19][CH:20]=3)=[C:13]([C:21]3[CH:26]=[CH:25][C:24]([C:27]4([NH:31][C:32](=[O:38])[O:33][C:34]([CH3:37])([CH3:36])[CH3:35])[CH2:30][CH2:29][CH2:28]4)=[CH:23][CH:22]=3)[O:12][C:4]=2[N:5]=1, predict the reactants needed to synthesize it. The reactants are: [CH3:1][C:2]1[C:3]2[C:14]([C:15]3[CH:20]=[CH:19][CH:18]=[CH:17][CH:16]=3)=[C:13]([C:21]3[CH:26]=[CH:25][C:24]([C:27]4([NH:31][C:32](=[O:38])[O:33][C:34]([CH3:37])([CH3:36])[CH3:35])[CH2:30][CH2:29][CH2:28]4)=[CH:23][CH:22]=3)[O:12][C:4]=2[N:5]=[C:6](S(C)(=O)=O)[N:7]=1.[CH2:39]([CH2:41][NH2:42])[OH:40]. (9) Given the product [C:1]([N:8]1[CH2:12][C@@H:11]([N:13]=[N+:14]=[N-:15])[CH2:10][C@H:9]1[C:16]([N:32]1[CH2:33][CH2:34][N:29]([CH3:28])[CH2:30][CH2:31]1)=[O:18])([O:3][C:4]([CH3:5])([CH3:6])[CH3:7])=[O:2], predict the reactants needed to synthesize it. The reactants are: [C:1]([N:8]1[CH2:12][C@@H:11]([N:13]=[N+:14]=[N-:15])[CH2:10][C@H:9]1[C:16]([OH:18])=O)([O:3][C:4]([CH3:7])([CH3:6])[CH3:5])=[O:2].CCN(C(C)C)C(C)C.[CH3:28][N:29]1[CH2:34][CH2:33][NH:32][CH2:31][CH2:30]1.C1C=CC2N(O)N=NC=2C=1.C(Cl)CCl.